Dataset: Reaction yield outcomes from USPTO patents with 853,638 reactions. Task: Predict the reaction yield, written as a fraction of the theoretical maximum amount of product (1.0 means a 100% yield; for example, 0.34 means a 34% yield). (1) The reactants are C(O[C:6](=O)[N:7]([CH2:9][CH2:10][CH2:11][NH:12][C:13]([O:15][CH2:16][CH:17]1[C:29]2[CH:28]=[CH:27][CH:26]=[CH:25][C:24]=2[C:23]2[C:18]1=[CH:19][CH:20]=[CH:21][CH:22]=2)=[O:14])C)(C)(C)C.[ClH:31]. The catalyst is CCOC(C)=O. The product is [ClH:31].[CH:19]1[C:18]2[CH:17]([CH2:16][O:15][C:13](=[O:14])[NH:12][CH2:11][CH2:10][CH2:9][NH:7][CH3:6])[C:29]3[C:24](=[CH:25][CH:26]=[CH:27][CH:28]=3)[C:23]=2[CH:22]=[CH:21][CH:20]=1. The yield is 0.780. (2) The reactants are [H-].[Na+].[Cl-].[CH3:4][O:5][CH2:6][P+](C1C=CC=CC=1)(C1C=CC=CC=1)C1C=CC=CC=1.[CH:26]([N:39]1[CH2:42][C:41](=O)[CH2:40]1)([C:33]1[CH:38]=[CH:37][CH:36]=[CH:35][CH:34]=1)[C:27]1[CH:32]=[CH:31][CH:30]=[CH:29][CH:28]=1. The catalyst is O1CCCC1. The product is [CH:26]([N:39]1[CH2:42][C:41](=[CH:4][O:5][CH3:6])[CH2:40]1)([C:33]1[CH:38]=[CH:37][CH:36]=[CH:35][CH:34]=1)[C:27]1[CH:32]=[CH:31][CH:30]=[CH:29][CH:28]=1. The yield is 0.520. (3) The reactants are [Br:1][C:2]1[CH:3]=[CH:4][C:5]2[N:11]3[CH:12]=[N:13][C:14]([C:15]([O:17]CC)=[O:16])=[C:10]3[CH2:9][N:8]=[C:7]([C:20]3[CH:25]=[CH:24][CH:23]=[CH:22][CH:21]=3)[C:6]=2[CH:26]=1.[OH-].[Na+]. The catalyst is CCO. The product is [Br:1][C:2]1[CH:3]=[CH:4][C:5]2[N:11]3[CH:12]=[N:13][C:14]([C:15]([OH:17])=[O:16])=[C:10]3[CH2:9][N:8]=[C:7]([C:20]3[CH:25]=[CH:24][CH:23]=[CH:22][CH:21]=3)[C:6]=2[CH:26]=1. The yield is 0.966.